Dataset: Catalyst prediction with 721,799 reactions and 888 catalyst types from USPTO. Task: Predict which catalyst facilitates the given reaction. Reactant: [C:1]([O-:6])(=[O:5])[C@@H:2]([CH3:4])[OH:3].[F:7][C:8]([F:21])([F:20])[S:9](O[S:9]([C:8]([F:21])([F:20])[F:7])(=[O:11])=[O:10])(=[O:11])=[O:10].N1C(C)=CC=C[C:23]=1C. Product: [F:7][C:8]([F:21])([F:20])[S:9]([O:3][C@H:2]([CH3:4])[C:1]([O:6][CH3:23])=[O:5])(=[O:11])=[O:10]. The catalyst class is: 2.